Dataset: Reaction yield outcomes from USPTO patents with 853,638 reactions. Task: Predict the reaction yield, written as a fraction of the theoretical maximum amount of product (1.0 means a 100% yield; for example, 0.34 means a 34% yield). (1) The reactants are [Li]CCCC.Br[C:7]1[CH:12]=[CH:11][CH:10]=[C:9]([Br:13])[C:8]=1[O:14][CH2:15][CH2:16]Br.O.C(OCC)(=O)C. The catalyst is C1COCC1.CCCCCC. The product is [Br:13][C:9]1[C:8]2[O:14][CH2:15][CH2:16][C:7]=2[CH:12]=[CH:11][CH:10]=1. The yield is 0.780. (2) The reactants are [C:1]([C:3]1[CH:11]=[CH:10][C:6]([C:7]([OH:9])=O)=[C:5]([F:12])[CH:4]=1)#[N:2].CN(C(ON1N=NC2C=CC=NC1=2)=[N+](C)C)C.F[P-](F)(F)(F)(F)F.[CH3:37][O:38][C:39]1[CH:44]=[C:43]([NH2:45])[CH:42]=[CH:41][N:40]=1.CCN(CC)CC. The catalyst is ClCCl. The product is [C:1]([C:3]1[CH:11]=[CH:10][C:6]([C:7]([NH:45][C:43]2[CH:42]=[CH:41][N:40]=[C:39]([O:38][CH3:37])[CH:44]=2)=[O:9])=[C:5]([F:12])[CH:4]=1)#[N:2]. The yield is 0.660. (3) The reactants are Cl[C:2]1[CH:7]=[C:6]([CH:8]([S:17][C:18]2[CH:23]=[CH:22][C:21]([Cl:24])=[CH:20][CH:19]=2)[C:9]2[CH:14]=[C:13]([F:15])[CH:12]=[CH:11][C:10]=2[F:16])[C:5]([Cl:25])=[CH:4][N:3]=1.[C:26]([O:30][C:31](=[O:37])[NH:32][CH2:33][CH2:34][CH2:35][NH2:36])([CH3:29])([CH3:28])[CH3:27]. The catalyst is O1CCOCC1. The product is [Cl:25][C:5]1[C:6]([CH:8]([S:17][C:18]2[CH:19]=[CH:20][C:21]([Cl:24])=[CH:22][CH:23]=2)[C:9]2[CH:14]=[C:13]([F:15])[CH:12]=[CH:11][C:10]=2[F:16])=[CH:7][C:2]([NH:36][CH2:35][CH2:34][CH2:33][NH:32][C:31](=[O:37])[O:30][C:26]([CH3:28])([CH3:27])[CH3:29])=[N:3][CH:4]=1. The yield is 0.270. (4) The reactants are C(OC([N:8]1[CH2:13][CH2:12][N:11]([C:14]2[C:19]([Br:20])=[CH:18][N:17]=[C:16]3[NH:21][C:22]([C:24]4[CH:29]=[CH:28][C:27]([N:30]([CH3:32])[CH3:31])=[CH:26][CH:25]=4)=[N:23][C:15]=23)[CH2:10][CH2:9]1)=O)(C)(C)C.C(O)(C(F)(F)F)=O. The catalyst is ClCCl. The product is [Br:20][C:19]1[C:14]([N:11]2[CH2:10][CH2:9][NH:8][CH2:13][CH2:12]2)=[C:15]2[N:23]=[C:22]([C:24]3[CH:29]=[CH:28][C:27]([N:30]([CH3:32])[CH3:31])=[CH:26][CH:25]=3)[NH:21][C:16]2=[N:17][CH:18]=1. The yield is 0.750. (5) The reactants are [O:1]1[CH2:6][CH2:5][CH:4]([CH2:7]OS(C2C=CC(C)=CC=2)(=O)=O)[CH2:3][CH2:2]1.[C:19]([O-:22])(=[S:21])[CH3:20].[K+].O. The catalyst is CC(CC(C)C)=O. The product is [O:1]1[CH2:2][CH2:3][CH:4]([CH2:7][S:21][C:19](=[O:22])[CH3:20])[CH2:5][CH2:6]1. The yield is 0.960.